Task: Predict the reaction yield, written as a fraction of the theoretical maximum amount of product (1.0 means a 100% yield; for example, 0.34 means a 34% yield).. Dataset: Buchwald-Hartwig C-N cross coupling reaction yields with 55,370 reactions (1) The reactants are CCc1ccc(I)cc1.Cc1ccc(N)cc1.O=S(=O)(O[Pd]1c2ccccc2-c2ccccc2N~1)C(F)(F)F.CC(C)c1cc(C(C)C)c(-c2ccccc2P(C(C)(C)C)C(C)(C)C)c(C(C)C)c1.CCN=P(N=P(N(C)C)(N(C)C)N(C)C)(N(C)C)N(C)C.c1ccc(CN(Cc2ccccc2)c2ccno2)cc1. No catalyst specified. The product is CCc1ccc(Nc2ccc(C)cc2)cc1. The yield is 0.214. (2) The reactants are FC(F)(F)c1ccc(Cl)cc1.Cc1ccc(N)cc1.O=S(=O)(O[Pd]1c2ccccc2-c2ccccc2N~1)C(F)(F)F.COc1ccc(OC)c(P([C@]23C[C@H]4C[C@H](C[C@H](C4)C2)C3)[C@]23C[C@H]4C[C@H](C[C@H](C4)C2)C3)c1-c1c(C(C)C)cc(C(C)C)cc1C(C)C.CN1CCCN2CCCN=C12.CCOC(=O)c1cc(C)on1. No catalyst specified. The product is Cc1ccc(Nc2ccc(C(F)(F)F)cc2)cc1. The yield is 0.145.